Predict the reaction yield, written as a fraction of the theoretical maximum amount of product (1.0 means a 100% yield; for example, 0.34 means a 34% yield). From a dataset of Reaction yield outcomes from USPTO patents with 853,638 reactions. (1) The reactants are [Si:1]([O:8][CH:9]([C:22]1[O:23][C:24]([C:27]([OH:29])=[O:28])=[CH:25][N:26]=1)[CH2:10][CH2:11][CH2:12][CH2:13][CH2:14][CH2:15][C:16]1[CH:21]=[CH:20][CH:19]=[CH:18][CH:17]=1)([C:4]([CH3:7])([CH3:6])[CH3:5])([CH3:3])[CH3:2].[C:30]1(C)C=CC=CC=1.[Si](C=[N+]=[N-])(C)(C)C.C(O)(=O)C. The catalyst is CO. The product is [O:8]([CH:9]([C:22]1[O:23][C:24]([C:27]([O:29][CH3:30])=[O:28])=[CH:25][N:26]=1)[CH2:10][CH2:11][CH2:12][CH2:13][CH2:14][CH2:15][C:16]1[CH:21]=[CH:20][CH:19]=[CH:18][CH:17]=1)[Si:1]([C:4]([CH3:7])([CH3:5])[CH3:6])([CH3:2])[CH3:3]. The yield is 0.780. (2) The reactants are [C:1]([O:20][CH2:21][CH3:22])(=[O:19])[CH2:2][CH2:3][CH2:4][CH2:5][CH2:6][CH2:7][CH2:8]/[CH:9]=[CH:10]\[CH2:11][CH2:12][CH2:13][CH2:14][CH2:15][CH2:16][CH2:17][CH3:18].[CH2:23](O)[CH2:24][CH2:25]CC. The catalyst is CCOCC. The product is [C:1]([O:20][CH2:21][CH2:22][CH2:23][CH2:24][CH3:25])(=[O:19])[CH2:2][CH2:3][CH2:4][CH2:5][CH2:6][CH2:7][CH2:8]/[CH:9]=[CH:10]\[CH2:11][CH2:12][CH2:13][CH2:14][CH2:15][CH2:16][CH2:17][CH3:18]. The yield is 0.910.